From a dataset of Reaction yield outcomes from USPTO patents with 853,638 reactions. Predict the reaction yield, written as a fraction of the theoretical maximum amount of product (1.0 means a 100% yield; for example, 0.34 means a 34% yield). (1) The reactants are [CH3:1][C:2]1[CH:16]=[CH:15][C:5]([C:6]([CH:8]2[CH2:13][CH2:12][CH2:11][CH2:10][C:9]2=O)=[O:7])=[CH:4][CH:3]=1.[CH3:17][O:18][C:19](=[O:30])[C@H:20]([CH2:22][C:23]1[CH:28]=[CH:27][C:26]([OH:29])=[CH:25][CH:24]=1)[NH2:21].O.CO. The catalyst is C1(OC)C=CC=CC=1.[Pd]. The product is [CH3:17][O:18][C:19](=[O:30])[CH:20]([NH:21][C:9]1[CH:10]=[CH:11][CH:12]=[CH:13][C:8]=1[C:6](=[O:7])[C:5]1[CH:15]=[CH:16][C:2]([CH3:1])=[CH:3][CH:4]=1)[CH2:22][C:23]1[CH:28]=[CH:27][C:26]([OH:29])=[CH:25][CH:24]=1. The yield is 0.380. (2) The reactants are [Br:1][C:2]1[CH:3]=[CH:4][CH:5]=[C:6]2[C:11]=1[N:10]=[C:9](Cl)[N:8]([CH2:13][CH2:14][CH2:15][O:16][Si:17]([C:20]([CH3:23])([CH3:22])[CH3:21])([CH3:19])[CH3:18])[C:7]2=[O:24].[C:25]([NH2:29])([CH3:28])([CH3:27])[CH3:26]. No catalyst specified. The product is [Br:1][C:2]1[CH:3]=[CH:4][CH:5]=[C:6]2[C:11]=1[N:10]=[C:9]([NH:29][C:25]([CH3:28])([CH3:27])[CH3:26])[N:8]([CH2:13][CH2:14][CH2:15][O:16][Si:17]([C:20]([CH3:23])([CH3:22])[CH3:21])([CH3:19])[CH3:18])[C:7]2=[O:24]. The yield is 0.890. (3) The reactants are [SH:1][CH2:2][C:3]([NH:5][CH3:6])=[O:4].[Cl:7][C:8]1[CH:13]=[CH:12][C:11]([CH:14]([C:16]2[CH:21]=[CH:20][C:19]([Cl:22])=[CH:18][CH:17]=2)O)=[CH:10][CH:9]=1. No catalyst specified. The product is [Cl:7][C:8]1[CH:9]=[CH:10][C:11]([CH:14]([C:16]2[CH:21]=[CH:20][C:19]([Cl:22])=[CH:18][CH:17]=2)[S:1][CH2:2][C:3]([NH:5][CH3:6])=[O:4])=[CH:12][CH:13]=1. The yield is 0.790. (4) The reactants are [F:1][C:2]1[CH:7]=[CH:6][C:5]([N:8]2[C:16]3[C:11](=[CH:12][C:13]([C:17]([CH3:24])([CH3:23])[C:18]([CH3:22])([CH3:21])[CH2:19][NH2:20])=[CH:14][CH:15]=3)[CH:10]=[N:9]2)=[CH:4][CH:3]=1.[S:25]1[CH:29]=[CH:28][N:27]=[C:26]1[NH:30][C:31](=O)[O:32]C1C=CC=CC=1.C(N(C(C)C)CC)(C)C.C(#N)C. The catalyst is CO.C(O)(C(F)(F)F)=O. The product is [F:1][C:2]1[CH:3]=[CH:4][C:5]([N:8]2[C:16]3[C:11](=[CH:12][C:13]([C:17]([CH3:24])([CH3:23])[C:18]([CH3:22])([CH3:21])[CH2:19][NH:20][C:31]([NH:30][C:26]4[S:25][CH:29]=[CH:28][N:27]=4)=[O:32])=[CH:14][CH:15]=3)[CH:10]=[N:9]2)=[CH:6][CH:7]=1. The yield is 0.290. (5) The reactants are [CH2:1]([NH:8][C:9]([CH:11]1[CH:16]([C:17]2[CH:22]=[CH:21][CH:20]=[CH:19][CH:18]=2)[CH2:15][CH2:14][CH2:13][N:12]1C(OC(C)(C)C)=O)=[O:10])[C:2]1[CH:7]=[CH:6][CH:5]=[CH:4][CH:3]=1.[C:30]([OH:36])([C:32]([F:35])([F:34])[F:33])=[O:31].ClCCl. No catalyst specified. The product is [F:33][C:32]([F:35])([F:34])[C:30]([O-:36])=[O:31].[CH2:1]([NH:8][C:9]([CH:11]1[CH:16]([C:17]2[CH:22]=[CH:21][CH:20]=[CH:19][CH:18]=2)[CH2:15][CH2:14][CH2:13][NH2+:12]1)=[O:10])[C:2]1[CH:3]=[CH:4][CH:5]=[CH:6][CH:7]=1. The yield is 0.910. (6) The reactants are [NH2:1][C@H:2]([C:7]([OH:9])=[O:8])[C:3]([CH3:6])([CH3:5])[CH3:4].C([O-])(O)=O.[Na+].Cl[C:16]([O:18][CH2:19][C:20]1[CH:25]=[CH:24][CH:23]=[CH:22][CH:21]=1)=[O:17].C([O-])([O-])=O.[Na+].[Na+]. The catalyst is O. The product is [CH2:19]([O:18][C:16]([NH:1][CH:2]([C:3]([CH3:6])([CH3:5])[CH3:4])[C:7]([OH:9])=[O:8])=[O:17])[C:20]1[CH:25]=[CH:24][CH:23]=[CH:22][CH:21]=1. The yield is 0.815. (7) The reactants are [CH3:1][N:2]1[NH:6][CH:5]=[CH:4]O1.[Li]CCCC.[Mg+2].[Br-].[Br-].CC[O:17]CC.[O:20]([CH2:27][CH2:28][CH2:29][CH2:30][CH2:31][CH2:32][CH:33]=[O:34])[C:21]1[CH:26]=[CH:25][CH:24]=[CH:23][CH:22]=1. The catalyst is C1COCC1. The product is [O:20]([CH2:27][CH2:28][CH2:29][CH2:30][CH2:31][CH2:32][CH:33]([C:1]1[O:17][C:5]([CH3:4])=[N:6][N:2]=1)[OH:34])[C:21]1[CH:26]=[CH:25][CH:24]=[CH:23][CH:22]=1. The yield is 0.530. (8) The reactants are [CH2:1]([O:8][C:9]([NH:11][C@@H:12]([CH2:17][OH:18])[CH2:13][C:14]([OH:16])=O)=[O:10])[C:2]1[CH:7]=[CH:6][CH:5]=[CH:4][CH:3]=1.C1(C)C=CC(S(O)(=O)=O)=CC=1. The catalyst is C1(C)C=CC=CC=1. The product is [O:16]=[C:14]1[O:18][CH2:17][C@H:12]([NH:11][C:9](=[O:10])[O:8][CH2:1][C:2]2[CH:3]=[CH:4][CH:5]=[CH:6][CH:7]=2)[CH2:13]1. The yield is 0.830. (9) The reactants are [Mg].II.Br[CH2:5][CH2:6]Br.C(Br)=C.C(=O)=O.[C:14]1([C:20]2[CH:35]=[CH:34][C:23]3[C:24](=[O:33])[C:25]4[CH:32]=[CH:31][CH:30]=[CH:29][C:26]=4[CH2:27][CH2:28][C:22]=3[CH:21]=2)[CH:19]=[CH:18][CH:17]=[CH:16][CH:15]=1.[Cl-].[NH4+]. The catalyst is O1CCCC1. The product is [C:14]1([C:20]2[CH:35]=[CH:34][C:23]3[C:24]([CH:5]=[CH2:6])([OH:33])[C:25]4[CH:32]=[CH:31][CH:30]=[CH:29][C:26]=4[CH2:27][CH2:28][C:22]=3[CH:21]=2)[CH:15]=[CH:16][CH:17]=[CH:18][CH:19]=1. The yield is 0.860.